From a dataset of NCI-60 drug combinations with 297,098 pairs across 59 cell lines. Regression. Given two drug SMILES strings and cell line genomic features, predict the synergy score measuring deviation from expected non-interaction effect. (1) Synergy scores: CSS=18.7, Synergy_ZIP=8.77, Synergy_Bliss=11.6, Synergy_Loewe=-17.6, Synergy_HSA=7.07. Drug 2: CN(C)N=NC1=C(NC=N1)C(=O)N. Drug 1: CC1OCC2C(O1)C(C(C(O2)OC3C4COC(=O)C4C(C5=CC6=C(C=C35)OCO6)C7=CC(=C(C(=C7)OC)O)OC)O)O. Cell line: SF-268. (2) Drug 1: CCC(=C(C1=CC=CC=C1)C2=CC=C(C=C2)OCCN(C)C)C3=CC=CC=C3.C(C(=O)O)C(CC(=O)O)(C(=O)O)O. Drug 2: CN(CCCl)CCCl.Cl. Cell line: HCT116. Synergy scores: CSS=41.3, Synergy_ZIP=-4.23, Synergy_Bliss=-8.06, Synergy_Loewe=-17.6, Synergy_HSA=-4.24. (3) Drug 1: COC1=CC(=CC(=C1O)OC)C2C3C(COC3=O)C(C4=CC5=C(C=C24)OCO5)OC6C(C(C7C(O6)COC(O7)C8=CC=CS8)O)O. Drug 2: CCC1(C2=C(COC1=O)C(=O)N3CC4=CC5=C(C=CC(=C5CN(C)C)O)N=C4C3=C2)O.Cl. Cell line: SNB-19. Synergy scores: CSS=48.7, Synergy_ZIP=-6.08, Synergy_Bliss=-3.96, Synergy_Loewe=-3.30, Synergy_HSA=-0.809. (4) Drug 1: CC1=CC=C(C=C1)C2=CC(=NN2C3=CC=C(C=C3)S(=O)(=O)N)C(F)(F)F. Drug 2: CC1=C(C=C(C=C1)C(=O)NC2=CC(=CC(=C2)C(F)(F)F)N3C=C(N=C3)C)NC4=NC=CC(=N4)C5=CN=CC=C5. Cell line: SF-268. Synergy scores: CSS=-2.94, Synergy_ZIP=2.93, Synergy_Bliss=3.33, Synergy_Loewe=-3.78, Synergy_HSA=-3.45. (5) Drug 1: CS(=O)(=O)C1=CC(=C(C=C1)C(=O)NC2=CC(=C(C=C2)Cl)C3=CC=CC=N3)Cl. Drug 2: CC=C1C(=O)NC(C(=O)OC2CC(=O)NC(C(=O)NC(CSSCCC=C2)C(=O)N1)C(C)C)C(C)C. Cell line: SR. Synergy scores: CSS=67.4, Synergy_ZIP=-5.33, Synergy_Bliss=-4.81, Synergy_Loewe=-10.2, Synergy_HSA=-1.88.